Regression. Given a peptide amino acid sequence and an MHC pseudo amino acid sequence, predict their binding affinity value. This is MHC class I binding data. From a dataset of Peptide-MHC class I binding affinity with 185,985 pairs from IEDB/IMGT. (1) The peptide sequence is EIINNGISY. The MHC is HLA-B27:05 with pseudo-sequence HLA-B27:05. The binding affinity (normalized) is 0.0847. (2) The peptide sequence is TSTLQEQIGW. The MHC is Mamu-B03 with pseudo-sequence Mamu-B03. The binding affinity (normalized) is 0. (3) The peptide sequence is MLEEMQSAV. The MHC is HLA-A01:01 with pseudo-sequence HLA-A01:01. The binding affinity (normalized) is 0.293. (4) The peptide sequence is VLFDLDEDD. The MHC is HLA-A02:01 with pseudo-sequence HLA-A02:01. The binding affinity (normalized) is 0.240. (5) The peptide sequence is HMQISTIGI. The MHC is HLA-A24:02 with pseudo-sequence HLA-A24:02. The binding affinity (normalized) is 0.108. (6) The peptide sequence is TQIGCTLNF. The MHC is HLA-A68:01 with pseudo-sequence HLA-A68:01. The binding affinity (normalized) is 0.0933. (7) The peptide sequence is ETAWPFFYA. The MHC is HLA-B15:01 with pseudo-sequence HLA-B15:01. The binding affinity (normalized) is 0.0847.